From a dataset of TCR-epitope binding with 47,182 pairs between 192 epitopes and 23,139 TCRs. Binary Classification. Given a T-cell receptor sequence (or CDR3 region) and an epitope sequence, predict whether binding occurs between them. The epitope is ATVVIGTSK. The TCR CDR3 sequence is CASSLGYGETQYF. Result: 0 (the TCR does not bind to the epitope).